Dataset: Forward reaction prediction with 1.9M reactions from USPTO patents (1976-2016). Task: Predict the product of the given reaction. Given the reactants [CH:1]1([N:7]([CH2:34][CH:35]2[CH2:37][CH2:36]2)[C:8]2[N:13]=[CH:12][N:11]=[C:10]([C:14]([NH:16][C:17]3[CH:33]=[CH:32][C:20]([CH2:21][S:22]([CH2:25][CH2:26][C:27]([O:29]CC)=[O:28])(=[O:24])=[O:23])=[CH:19][CH:18]=3)=[O:15])[CH:9]=2)[CH2:6][CH2:5][CH2:4][CH2:3][CH2:2]1.Cl, predict the reaction product. The product is: [CH:1]1([N:7]([CH2:34][CH:35]2[CH2:36][CH2:37]2)[C:8]2[N:13]=[CH:12][N:11]=[C:10]([C:14]([NH:16][C:17]3[CH:33]=[CH:32][C:20]([CH2:21][S:22]([CH2:25][CH2:26][C:27]([OH:29])=[O:28])(=[O:24])=[O:23])=[CH:19][CH:18]=3)=[O:15])[CH:9]=2)[CH2:6][CH2:5][CH2:4][CH2:3][CH2:2]1.